This data is from Full USPTO retrosynthesis dataset with 1.9M reactions from patents (1976-2016). The task is: Predict the reactants needed to synthesize the given product. (1) Given the product [Cl:27][S:28]([C:15]1[CH:14]=[CH:13][C:12]([S:11][C:10]2[C:9]3[C:8](=[O:18])[CH2:7][C:6]([CH3:20])([CH3:19])[CH2:5][C:4]=3[N:3]([CH2:21][C:22]([O:24][CH2:25][CH3:26])=[O:23])[C:2]=2[CH3:1])=[CH:17][CH:16]=1)(=[O:30])=[O:29], predict the reactants needed to synthesize it. The reactants are: [CH3:1][C:2]1[N:3]([CH2:21][C:22]([O:24][CH2:25][CH3:26])=[O:23])[C:4]2[CH2:5][C:6]([CH3:20])([CH3:19])[CH2:7][C:8](=[O:18])[C:9]=2[C:10]=1[S:11][C:12]1[CH:17]=[CH:16][CH:15]=[CH:14][CH:13]=1.[Cl:27][S:28](O)(=[O:30])=[O:29].C(OCC)(=O)C. (2) Given the product [Cl:39][C:40]1[N:45]=[CH:44][N:43]=[C:42]([NH:5][C:4]2[CH:6]=[CH:7][C:8]([N:9]3[CH2:14][CH2:13][N:12]([CH:15]4[CH2:20][CH2:19][O:18][CH2:17][CH2:16]4)[CH2:11][CH2:10]3)=[C:2]([F:1])[CH:3]=2)[N:41]=1, predict the reactants needed to synthesize it. The reactants are: [F:1][C:2]1[CH:3]=[C:4]([CH:6]=[CH:7][C:8]=1[N:9]1[CH2:14][CH2:13][N:12]([CH:15]2[CH2:20][CH2:19][O:18][CH2:17][CH2:16]2)[CH2:11][CH2:10]1)[NH2:5].N1C=CC(N2CCNCC2)=CC=1.C(=O)([O-])[O-].[K+].[K+].[Cl:39][C:40]1[N:45]=[C:44](Cl)[N:43]=[CH:42][N:41]=1.